From a dataset of Catalyst prediction with 721,799 reactions and 888 catalyst types from USPTO. Predict which catalyst facilitates the given reaction. (1) Reactant: [NH2:1][C:2]1[CH:7]=[CH:6][C:5]([CH2:8][C:9]([O:11][CH3:12])=[O:10])=[C:4]([F:13])[C:3]=1[OH:14].[C:15]1([N:25]=[C:26]=S)[C:24]2[C:19](=[CH:20][CH:21]=[CH:22][CH:23]=2)[CH:18]=[CH:17][CH:16]=1. Product: [C:15]1([NH:25][C:26]2[O:14][C:3]3[C:4]([F:13])=[C:5]([CH2:8][C:9]([O:11][CH3:12])=[O:10])[CH:6]=[CH:7][C:2]=3[N:1]=2)[C:24]2[C:19](=[CH:20][CH:21]=[CH:22][CH:23]=2)[CH:18]=[CH:17][CH:16]=1. The catalyst class is: 5. (2) Reactant: Cl[C:2]1[C:7]([CH3:8])=[C:6]([C:9]2[CH:14]=[CH:13][C:12]([C:15]([F:18])([F:17])[F:16])=[CH:11][CH:10]=2)[N:5]=[CH:4][N:3]=1.C(N(CC)C(C)C)(C)C.[CH2:28]([NH:32][CH2:33][C:34]1[CH:46]=[CH:45][C:37]([O:38][CH2:39][C:40]([O:42][CH2:43][CH3:44])=[O:41])=[C:36]([CH3:47])[CH:35]=1)[CH2:29][CH2:30][CH3:31]. Product: [CH2:28]([N:32]([CH2:33][C:34]1[CH:46]=[CH:45][C:37]([O:38][CH2:39][C:40]([O:42][CH2:43][CH3:44])=[O:41])=[C:36]([CH3:47])[CH:35]=1)[C:2]1[C:7]([CH3:8])=[C:6]([C:9]2[CH:14]=[CH:13][C:12]([C:15]([F:18])([F:17])[F:16])=[CH:11][CH:10]=2)[N:5]=[CH:4][N:3]=1)[CH2:29][CH2:30][CH3:31]. The catalyst class is: 2. (3) Reactant: [Cl:1][C:2]1[C:3]2[N:4]([CH:12]=[C:13]([C:15](=[N:17][OH:18])[NH2:16])[N:14]=2)[CH:5]=[C:6]([C:8]([F:11])([F:10])[F:9])[CH:7]=1.[CH2:19]([O:22][C:23]1[C:31]([Cl:32])=[CH:30][C:26]([C:27](O)=O)=[C:25]([Cl:33])[CH:24]=1)[CH:20]=[CH2:21].CCN=C=NCCCN(C)C.Cl.C1C=CC2N(O)N=NC=2C=1. Product: [CH2:19]([O:22][C:23]1[C:31]([Cl:32])=[CH:30][C:26]([C:27]2[O:18][N:17]=[C:15]([C:13]3[N:14]=[C:3]4[C:2]([Cl:1])=[CH:7][C:6]([C:8]([F:9])([F:10])[F:11])=[CH:5][N:4]4[CH:12]=3)[N:16]=2)=[C:25]([Cl:33])[CH:24]=1)[CH:20]=[CH2:21]. The catalyst class is: 3. (4) Reactant: [Br:1][CH2:2][C:3]([C:5]1[CH:14]=[CH:13][C:12]([O:15][CH2:16][C:17]2[CH:22]=[CH:21][CH:20]=[CH:19][CH:18]=2)=[C:11]2[C:6]=1[CH:7]=[CH:8][C:9](=[O:23])[NH:10]2)=[O:4].C1(C)C=CC=CC=1.B.CSC. Product: [CH2:16]([O:15][C:12]1[CH:13]=[CH:14][C:5]([C@@H:3]([OH:4])[CH2:2][Br:1])=[C:6]2[C:11]=1[NH:10][C:9](=[O:23])[CH:8]=[CH:7]2)[C:17]1[CH:18]=[CH:19][CH:20]=[CH:21][CH:22]=1. The catalyst class is: 1.